Dataset: Full USPTO retrosynthesis dataset with 1.9M reactions from patents (1976-2016). Task: Predict the reactants needed to synthesize the given product. (1) Given the product [C:26]([NH:1][CH:2]([C:8]1[CH:16]=[CH:15][C:11]([C:12]([OH:14])=[O:13])=[CH:10][CH:9]=1)[C:3]([O:5][CH2:6][CH3:7])=[O:4])(=[O:28])[CH3:27], predict the reactants needed to synthesize it. The reactants are: [NH2:1][CH:2]([C:8]1[CH:16]=[CH:15][C:11]([C:12]([OH:14])=[O:13])=[CH:10][CH:9]=1)[C:3]([O:5][CH2:6][CH3:7])=[O:4].CCN(C(C)C)C(C)C.[C:26](OC(=O)C)(=[O:28])[CH3:27].Cl. (2) Given the product [C:1]([O:5][C:6]([N:8]1[CH2:15][C@@H:14]([F:16])[CH2:13][C@H:9]1[C:10]([NH2:17])=[O:11])=[O:7])([CH3:4])([CH3:3])[CH3:2], predict the reactants needed to synthesize it. The reactants are: [C:1]([O:5][C:6]([N:8]1[CH2:15][C@@H:14]([F:16])[CH2:13][C@H:9]1[C:10](O)=[O:11])=[O:7])([CH3:4])([CH3:3])[CH3:2].[N:17]1C=CC=CC=1.C(=O)(O)[O-].[NH4+]. (3) Given the product [CH2:1]([O:3][C:4]([C:6]1[N:7]=[C:8]([CH3:12])[S:9][C:10]=1[NH:11][C:13]([O:15][C:16]([CH3:19])([CH3:18])[CH3:17])=[O:14])=[O:5])[CH3:2], predict the reactants needed to synthesize it. The reactants are: [CH2:1]([O:3][C:4]([C:6]1[N:7]=[C:8]([CH3:12])[S:9][C:10]=1[NH2:11])=[O:5])[CH3:2].[C:13](O[C:13]([O:15][C:16]([CH3:19])([CH3:18])[CH3:17])=[O:14])([O:15][C:16]([CH3:19])([CH3:18])[CH3:17])=[O:14]. (4) Given the product [CH2:1]([C@@H:8]([C:9]([N:21]([CH3:20])[C:22]1[S:23][CH:24]=[C:25]([C:27]2[CH:32]=[CH:31][CH:30]=[CH:29][C:28]=2[C:47]2[CH:52]=[N:51][C:50]([O:53][CH:54]3[CH2:59][CH2:58][O:57][CH2:56][CH2:55]3)=[CH:49][CH:48]=2)[N:26]=1)=[O:11])[CH2:12][C:13]([OH:15])=[O:14])[C:2]1[CH:3]=[CH:4][CH:5]=[CH:6][CH:7]=1, predict the reactants needed to synthesize it. The reactants are: [CH2:1]([C@H:8]([CH2:12][C:13]([O:15]C(C)(C)C)=[O:14])[C:9]([OH:11])=O)[C:2]1[CH:7]=[CH:6][CH:5]=[CH:4][CH:3]=1.[CH3:20][NH:21][C:22]1[S:23][CH:24]=[C:25]([C:27]2[CH:32]=[CH:31][CH:30]=[CH:29][C:28]=2C2C=NC(OC3CCOCC3)=CC=2)[N:26]=1.Br[C:47]1[CH:48]=[CH:49][C:50]([O:53][CH:54]2[CH2:59][CH2:58][O:57][CH2:56][CH2:55]2)=[N:51][CH:52]=1. (5) Given the product [CH3:1][C:2]1[CH:7]=[C:6]([NH:8][C:9]([C:11]2[C:16]([NH:17][C:18]3[C:19]([CH3:26])=[N:20][CH:21]=[CH:22][CH:23]=3)=[CH:15][CH:14]=[C:13]([CH3:24])[N:12]=2)=[O:10])[CH:5]=[CH:4][N:3]=1, predict the reactants needed to synthesize it. The reactants are: [CH3:1][C:2]1[CH:7]=[C:6]([NH:8][C:9]([C:11]2[C:16]([NH:17][C:18]3[CH:19]=[N:20][CH:21]=[CH:22][CH:23]=3)=[CH:15][CH:14]=[C:13]([CH3:24])[N:12]=2)=[O:10])[CH:5]=[CH:4][N:3]=1.Br[C:26]1C(C)=NC=CC=1. (6) Given the product [Br:8][C:9]1[CH:10]=[C:11]([C:19]([O:21][CH3:1])=[O:20])[C:12]([C:15]([F:17])([F:18])[F:16])=[N:13][CH:14]=1, predict the reactants needed to synthesize it. The reactants are: [CH3:1][Si](C=[N+]=[N-])(C)C.[Br:8][C:9]1[CH:10]=[C:11]([C:19]([OH:21])=[O:20])[C:12]([C:15]([F:18])([F:17])[F:16])=[N:13][CH:14]=1.